Dataset: TCR-epitope binding with 47,182 pairs between 192 epitopes and 23,139 TCRs. Task: Binary Classification. Given a T-cell receptor sequence (or CDR3 region) and an epitope sequence, predict whether binding occurs between them. (1) The epitope is SEPVLKGVKL. The TCR CDR3 sequence is CASSLGLAGVETQYF. Result: 0 (the TCR does not bind to the epitope). (2) The epitope is FADDLNQLTGY. The TCR CDR3 sequence is CASSQENRVSSYEQYF. Result: 1 (the TCR binds to the epitope). (3) Result: 0 (the TCR does not bind to the epitope). The TCR CDR3 sequence is CASSDAASGVGEQYF. The epitope is GTSGSPIINR. (4) The epitope is GLCTLVAML. The TCR CDR3 sequence is CASSPDRLGTGELFF. Result: 1 (the TCR binds to the epitope).